From a dataset of Forward reaction prediction with 1.9M reactions from USPTO patents (1976-2016). Predict the product of the given reaction. (1) Given the reactants [CH3:1][C:2]1[C:3]([N:7]=[C:8]=[S:9])=[CH:4][S:5][CH:6]=1.[Cl:10][C:11]1[C:16]([Cl:17])=[CH:15][C:14]([NH2:18])=[C:13]([NH2:19])[CH:12]=1, predict the reaction product. The product is: [NH2:19][C:13]1[CH:12]=[C:11]([Cl:10])[C:16]([Cl:17])=[CH:15][C:14]=1[NH:18][C:8]([NH:7][C:3]1[C:2]([CH3:1])=[CH:6][S:5][CH:4]=1)=[S:9]. (2) Given the reactants [CH3:1][C:2]1[O:6][N:5]=[C:4]([C:7]2[CH:12]=[CH:11][CH:10]=[CH:9][CH:8]=2)[C:3]=1[C:13](Cl)=[O:14].[NH2:16][C:17]1[C:26]2[C:21](=[CH:22][C:23]([C:27]([F:30])([F:29])[F:28])=[CH:24][CH:25]=2)[N:20]=[CH:19][CH:18]=1, predict the reaction product. The product is: [CH3:1][C:2]1[O:6][N:5]=[C:4]([C:7]2[CH:12]=[CH:11][CH:10]=[CH:9][CH:8]=2)[C:3]=1[C:13]([NH:16][C:17]1[C:26]2[C:21](=[CH:22][C:23]([C:27]([F:30])([F:28])[F:29])=[CH:24][CH:25]=2)[N:20]=[CH:19][CH:18]=1)=[O:14]. (3) The product is: [CH3:12][C:7]([CH3:11])([C:8]([N:29]1[CH2:34][CH2:33][O:32][CH2:31][CH2:30]1)=[O:9])[CH2:6][O:5][C:4]1[C:3]([O:2][CH3:1])=[C:16]([O:17][CH3:18])[CH:15]=[CH:14][C:13]=1[C:19]1[CH:27]=[CH:26][CH:25]=[C:24]2[C:20]=1[CH2:21][CH2:22][C:23]2=[O:28]. Given the reactants [CH3:1][O:2][C:3]1[C:16]([O:17][CH3:18])=[CH:15][CH:14]=[C:13]([C:19]2[CH:27]=[CH:26][CH:25]=[C:24]3[C:20]=2[CH2:21][CH2:22][C:23]3=[O:28])[C:4]=1[O:5][CH2:6][C:7]([CH3:12])([CH3:11])[C:8](O)=[O:9].[NH:29]1[CH2:34][CH2:33][O:32][CH2:31][CH2:30]1.COC1C(OC)=CC=C(C2C=CC=C3C=2CCC3=O)C=1OCC(C)(C)C(NC)=O, predict the reaction product.